Dataset: Full USPTO retrosynthesis dataset with 1.9M reactions from patents (1976-2016). Task: Predict the reactants needed to synthesize the given product. (1) Given the product [C:6]([CH2:8][O:9][C:10](=[O:18])[C:11]1[CH:16]=[CH:15][C:14]([OH:17])=[CH:13][CH:12]=1)([OH:7])=[O:5], predict the reactants needed to synthesize it. The reactants are: C([O:5][C:6]([CH2:8][O:9][C:10](=[O:18])[C:11]1[CH:16]=[CH:15][C:14]([OH:17])=[CH:13][CH:12]=1)=[O:7])(C)(C)C.[OH-].[Li+].C(O)(=O)C. (2) The reactants are: [CH3:1][C:2]([CH3:8])([CH2:6][OH:7])[C:3]([OH:5])=[O:4].[C:9](Cl)(=[O:11])[CH3:10].Cl. Given the product [CH3:1][C:2]([CH3:8])([CH2:6][O:7][C:9](=[O:11])[CH3:10])[C:3]([OH:5])=[O:4], predict the reactants needed to synthesize it. (3) Given the product [Br:13][CH2:12][C:9]1[C:10]2[C:5](=[CH:4][CH:3]=[C:2]([F:1])[CH:11]=2)[CH:6]=[CH:7][CH:8]=1, predict the reactants needed to synthesize it. The reactants are: [F:1][C:2]1[CH:11]=[C:10]2[C:5]([CH:6]=[CH:7][CH:8]=[C:9]2[CH3:12])=[CH:4][CH:3]=1.[Br:13]N1C(=O)CCC1=O.